From a dataset of Full USPTO retrosynthesis dataset with 1.9M reactions from patents (1976-2016). Predict the reactants needed to synthesize the given product. (1) Given the product [S:16]([CH2:9][C:10]([O:12][CH2:13][CH3:14])=[O:11])([CH3:15])(=[O:18])=[O:17], predict the reactants needed to synthesize it. The reactants are: C(N(CC)CC)C.O[CH2:9][C:10]([O:12][CH2:13][CH3:14])=[O:11].[CH3:15][S:16](Cl)(=[O:18])=[O:17]. (2) Given the product [OH:15][NH:14][CH:9]1[CH2:8][CH2:7][C:6]2[CH:1]=[CH:2][CH:3]=[CH:4][C:5]=2[CH2:11][CH2:10]1, predict the reactants needed to synthesize it. The reactants are: [CH:1]1[C:6]2[CH2:7][CH2:8][C:9](=O)[CH2:10][CH2:11][C:5]=2[CH:4]=[CH:3][CH:2]=1.Cl.[NH2:14][OH:15].C(=O)([O-])[O-].[Na+].[Na+]. (3) Given the product [C:4]([O:44][C:41](=[O:43])[C:25]1[CH:24]=[C:23]([C:27]([F:30])([F:28])[F:29])[C:22]([Cl:31])=[CH:21][C:20]=1[NH:19][C:32]([O:34][C:35]([CH3:36])([CH3:37])[CH3:38])=[O:33])([CH3:3])([CH3:5])[CH3:6], predict the reactants needed to synthesize it. The reactants are: [Li]C[CH2:3][CH2:4][CH3:5].[CH3:6]CCCCC.C(OC([N:19]([C:32]([O:34][C:35]([CH3:38])([CH3:37])[CH3:36])=[O:33])[C:20]1[C:25](Br)=[CH:24][C:23]([C:27]([F:30])([F:29])[F:28])=[C:22]([Cl:31])[CH:21]=1)=O)(C)(C)C.[Cl-].[NH4+].[C:41]([O:44]CC)(=[O:43])C. (4) Given the product [CH2:18]([N:14]1[CH2:15][CH2:16][CH2:17][CH:12]([CH2:11][C:10]2[CH:21]=[CH:22][CH:23]=[C:8]([F:7])[CH:9]=2)[CH2:13]1)[CH3:19], predict the reactants needed to synthesize it. The reactants are: [H-].[Al+3].[Li+].[H-].[H-].[H-].[F:7][C:8]1[CH:9]=[C:10]([CH:21]=[CH:22][CH:23]=1)[CH2:11][CH:12]1[CH2:17][CH2:16][CH2:15][N:14]([C:18](=O)[CH3:19])[CH2:13]1.O. (5) Given the product [CH2:55]([C@@H:28](/[CH:27]=[CH:26]/[C@H:25]([CH2:44][C:45]1[CH:50]=[CH:49][C:48]([F:51])=[CH:47][CH:46]=1)[C:24]([N:19]1[C@@H:18]([CH2:11][C:12]2[CH:17]=[CH:16][CH:15]=[CH:14][CH:13]=2)[CH2:22][O:21][C:20]1=[O:23])=[O:52])[C:29]([N:31]1[C@@H:35]([CH2:36][C:37]2[CH:42]=[CH:41][CH:40]=[CH:39][CH:38]=2)[CH2:34][O:33][C:32]1=[O:43])=[O:30])[CH:54]=[CH2:53], predict the reactants needed to synthesize it. The reactants are: C[Si]([N-][Si](C)(C)C)(C)C.[Na+].[CH2:11]([C@H:18]1[CH2:22][O:21][C:20](=[O:23])[N:19]1[C:24](=[O:52])[C@@H:25]([CH2:44][C:45]1[CH:50]=[CH:49][C:48]([F:51])=[CH:47][CH:46]=1)/[CH:26]=[CH:27]/[CH2:28][C:29]([N:31]1[C@@H:35]([CH2:36][C:37]2[CH:42]=[CH:41][CH:40]=[CH:39][CH:38]=2)[CH2:34][O:33][C:32]1=[O:43])=[O:30])[C:12]1[CH:17]=[CH:16][CH:15]=[CH:14][CH:13]=1.[CH2:53](I)[CH:54]=[CH2:55]. (6) Given the product [F:1][C:2]1[CH:7]=[CH:6][CH:5]=[CH:4][C:3]=1[C:12]1[CH:17]=[CH:16][C:15]([C:18]2[O:19][C:20]([CH3:31])=[C:21]([CH2:23][CH2:24][N:25]3[CH2:29][CH2:28][CH2:27][C@H:26]3[CH3:30])[N:22]=2)=[CH:14][CH:13]=1, predict the reactants needed to synthesize it. The reactants are: [F:1][C:2]1[CH:7]=[CH:6][CH:5]=[CH:4][C:3]=1B(O)O.Br[C:12]1[CH:17]=[CH:16][C:15]([C:18]2[O:19][C:20]([CH3:31])=[C:21]([CH2:23][CH2:24][N:25]3[CH2:29][CH2:28][CH2:27][C@H:26]3[CH3:30])[N:22]=2)=[CH:14][CH:13]=1. (7) Given the product [C:1]([O:5][C:6]([NH:8][CH2:9][C@H:10]1[CH2:15][CH2:14][C@H:13]([C:16]([NH:18][C@H:19]([C:37](=[O:50])[NH:38][C:39]2[CH:44]=[CH:43][C:42]([C:45]3[N:46]=[N:47][NH:48][N:49]=3)=[CH:41][CH:40]=2)[CH2:20][C:21]2[CH:26]=[CH:25][C:24]([C:27]3[CH:32]=[CH:31][CH:30]=[C:29]([C:33]([OH:35])=[O:34])[CH:28]=3)=[CH:23][CH:22]=2)=[O:17])[CH2:12][CH2:11]1)=[O:7])([CH3:4])([CH3:2])[CH3:3], predict the reactants needed to synthesize it. The reactants are: [C:1]([O:5][C:6]([NH:8][CH2:9][C@H:10]1[CH2:15][CH2:14][C@H:13]([C:16]([NH:18][C@H:19]([C:37](=[O:50])[NH:38][C:39]2[CH:44]=[CH:43][C:42]([C:45]3[N:46]=[N:47][NH:48][N:49]=3)=[CH:41][CH:40]=2)[CH2:20][C:21]2[CH:26]=[CH:25][C:24]([C:27]3[CH:32]=[CH:31][CH:30]=[C:29]([C:33]([O:35]C)=[O:34])[CH:28]=3)=[CH:23][CH:22]=2)=[O:17])[CH2:12][CH2:11]1)=[O:7])([CH3:4])([CH3:3])[CH3:2].O.[OH-].[Li+].Cl.